Dataset: Full USPTO retrosynthesis dataset with 1.9M reactions from patents (1976-2016). Task: Predict the reactants needed to synthesize the given product. (1) Given the product [Br:1][C:2]1[CH:7]=[CH:6][C:5]([NH:8][C:14](=[O:15])[C:13]2[CH:17]=[CH:18][CH:19]=[C:11]([C:10]([F:9])([F:20])[F:21])[CH:12]=2)=[CH:4][CH:3]=1, predict the reactants needed to synthesize it. The reactants are: [Br:1][C:2]1[CH:7]=[CH:6][C:5]([NH2:8])=[CH:4][CH:3]=1.[F:9][C:10]([F:21])([F:20])[C:11]1[CH:12]=[C:13]([CH:17]=[CH:18][CH:19]=1)[C:14](Cl)=[O:15].CCN(CC)CC.C([O-])(O)=O.[Na+]. (2) Given the product [ClH:2].[Cl:2][C:3]1[CH:11]=[CH:10][C:6]([C:7]([NH:39][CH2:40][CH2:41][CH2:42][N:43]2[CH2:48][CH2:47][O:46][CH2:45][CH2:44]2)=[O:9])=[CH:5][C:4]=1[O:12][C:13]1[CH:18]=[CH:17][N:16]=[C:15]([NH:19][C:20]2[S:21][CH:22]=[C:23]([CH3:25])[N:24]=2)[CH:14]=1, predict the reactants needed to synthesize it. The reactants are: Cl.[Cl:2][C:3]1[CH:11]=[CH:10][C:6]([C:7]([OH:9])=O)=[CH:5][C:4]=1[O:12][C:13]1[CH:18]=[CH:17][N:16]=[C:15]([NH:19][C:20]2[S:21][CH:22]=[C:23]([CH3:25])[N:24]=2)[CH:14]=1.C(N(CC)CC)C.C(Cl)(=O)OCC.[NH2:39][CH2:40][CH2:41][CH2:42][N:43]1[CH2:48][CH2:47][O:46][CH2:45][CH2:44]1. (3) Given the product [CH:11]([CH2:7][C:6](=[CH2:8])[C:5]([OH:10])=[O:9])=[CH:12][C:13]1[CH:18]=[CH:17][CH:16]=[CH:15][CH:14]=1.[C:5]([O:10][CH2:11][CH2:12][CH2:13][CH3:14])(=[O:9])[CH:6]=[CH2:7].[Na:1].[CH2:3]1[O:4][CH2:2]1.[C:5]([OH:10])(=[O:9])[C:6]([CH3:8])=[CH2:7], predict the reactants needed to synthesize it. The reactants are: [Na:1].[CH2:2]1[O:4][CH2:3]1.[C:5]([OH:10])(=[O:9])[C:6]([CH3:8])=[CH2:7].[CH2:11]=[CH:12][C:13]1[CH:18]=[CH:17][CH:16]=[CH:15][CH:14]=1.S(OOS([O-])(=O)=O)([O-])(=O)=O.[NH4+].[NH4+].S([O-])([O-])(=O)=O.[NH4+].[NH4+]. (4) Given the product [CH2:9]([O:11][C@@H:12]([CH2:17][C:18]1[CH:23]=[CH:22][C:21]([C:24]2[CH:28]=[C:27]([CH2:29][N:30]([C:1](=[O:7])[CH2:2][CH2:3][CH2:4][CH2:5][CH3:6])[CH3:31])[S:26][CH:25]=2)=[CH:20][CH:19]=1)[C:13]([O:15][CH3:16])=[O:14])[CH3:10], predict the reactants needed to synthesize it. The reactants are: [C:1](Cl)(=[O:7])[CH2:2][CH2:3][CH2:4][CH2:5][CH3:6].[CH2:9]([O:11][C@@H:12]([CH2:17][C:18]1[CH:23]=[CH:22][C:21]([C:24]2[CH:28]=[C:27]([CH2:29][NH:30][CH3:31])[S:26][CH:25]=2)=[CH:20][CH:19]=1)[C:13]([O:15][CH3:16])=[O:14])[CH3:10].C(N(CC)CC)C. (5) Given the product [C:1]([O:5][C:6](=[O:17])[NH:7][C:8]1[S:9][C:10]([CH:13]([OH:16])[CH2:14][NH:15][C:19]2[C:20]3[S:27][CH:26]=[CH:25][C:21]=3[N:22]=[CH:23][N:24]=2)=[CH:11][N:12]=1)([CH3:4])([CH3:2])[CH3:3], predict the reactants needed to synthesize it. The reactants are: [C:1]([O:5][C:6](=[O:17])[NH:7][C:8]1[S:9][C:10]([CH:13]([OH:16])[CH2:14][NH2:15])=[CH:11][N:12]=1)([CH3:4])([CH3:3])[CH3:2].Cl[C:19]1[C:20]2[S:27][CH:26]=[CH:25][C:21]=2[N:22]=[CH:23][N:24]=1.CCN(C(C)C)C(C)C.